Dataset: Catalyst prediction with 721,799 reactions and 888 catalyst types from USPTO. Task: Predict which catalyst facilitates the given reaction. (1) Reactant: [Cl:1][C:2]1[C:3]([S:13][CH3:14])=[N:4][C:5]([C:8]2[O:9][CH:10]=[CH:11][CH:12]=2)=[N:6][CH:7]=1.[Cl:15][S:16](O)(=[O:18])=[O:17]. Product: [Cl:1][C:2]1[C:3]([S:13][CH3:14])=[N:4][C:5]([C:8]2[O:9][C:10]([S:16]([Cl:15])(=[O:18])=[O:17])=[CH:11][CH:12]=2)=[N:6][CH:7]=1. The catalyst class is: 2. (2) Reactant: Br[C:2]1[C:3]([CH3:29])=[C:4]([CH:26]=[CH:27][CH:28]=1)[CH2:5][NH:6][C:7]1[N:12]=[C:11]([NH:13][CH2:14][CH:15]2[CH2:20][CH2:19][CH:18]([CH2:21][OH:22])[CH2:17][CH2:16]2)[C:10]([N+:23]([O-:25])=[O:24])=[CH:9][N:8]=1.[B:30]1([B:30]2[O:34][C:33]([CH3:36])([CH3:35])[C:32]([CH3:38])([CH3:37])[O:31]2)[O:34][C:33]([CH3:36])([CH3:35])[C:32]([CH3:38])([CH3:37])[O:31]1.C([O-])(=O)C.[K+].C(Cl)Cl.N#N. Product: [CH3:29][C:3]1[C:2]([B:30]2[O:34][C:33]([CH3:36])([CH3:35])[C:32]([CH3:38])([CH3:37])[O:31]2)=[CH:28][CH:27]=[CH:26][C:4]=1[CH2:5][NH:6][C:7]1[N:12]=[C:11]([NH:13][CH2:14][CH:15]2[CH2:16][CH2:17][CH:18]([CH2:21][OH:22])[CH2:19][CH2:20]2)[C:10]([N+:23]([O-:25])=[O:24])=[CH:9][N:8]=1. The catalyst class is: 151. (3) Reactant: [C:1]([NH2:10])(=[O:9])[C:2]1[C:3](=[CH:5][CH:6]=[CH:7][CH:8]=1)[OH:4].[CH2:11]([N:18]1[CH2:23][CH2:22][C:21](=O)[CH2:20][CH2:19]1)[C:12]1[CH:17]=[CH:16][CH:15]=[CH:14][CH:13]=1.O.C1(C)C=CC(S(O)(=O)=O)=CC=1. The catalyst class is: 11. Product: [CH2:11]([N:18]1[CH2:23][CH2:22][C:21]2([NH:10][C:1](=[O:9])[C:2]3[CH:8]=[CH:7][CH:6]=[CH:5][C:3]=3[O:4]2)[CH2:20][CH2:19]1)[C:12]1[CH:17]=[CH:16][CH:15]=[CH:14][CH:13]=1.